From a dataset of Forward reaction prediction with 1.9M reactions from USPTO patents (1976-2016). Predict the product of the given reaction. Given the reactants [N:1]1[C:10]2[C:5](=[CH:6][C:7]([OH:11])=[CH:8][CH:9]=2)[CH:4]=[CH:3][C:2]=1O.O=P(Cl)(Cl)[Cl:15], predict the reaction product. The product is: [Cl:15][C:2]1[CH:3]=[CH:4][C:5]2[C:10](=[CH:9][CH:8]=[C:7]([OH:11])[CH:6]=2)[N:1]=1.